From a dataset of Forward reaction prediction with 1.9M reactions from USPTO patents (1976-2016). Predict the product of the given reaction. (1) The product is: [C:1]([O:5][C:6]([N:8]1[C:16]2[C:11](=[CH:12][CH:13]=[C:14]([NH:17][C:25]3[CH:30]=[CH:29][C:28]([C:31]([F:34])([F:33])[F:32])=[CH:27][CH:26]=3)[CH:15]=2)[C:10]([C:18]2[CH:23]=[CH:22][CH:21]=[CH:20][CH:19]=2)=[N:9]1)=[O:7])([CH3:4])([CH3:2])[CH3:3]. Given the reactants [C:1]([O:5][C:6]([N:8]1[C:16]2[C:11](=[CH:12][CH:13]=[C:14]([NH2:17])[CH:15]=2)[C:10]([C:18]2[CH:23]=[CH:22][CH:21]=[CH:20][CH:19]=2)=[N:9]1)=[O:7])([CH3:4])([CH3:3])[CH3:2].Br[C:25]1[CH:30]=[CH:29][C:28]([C:31]([F:34])([F:33])[F:32])=[CH:27][CH:26]=1, predict the reaction product. (2) Given the reactants C1(P(C2CCCCC2)C2C=CC=CC=2C2C(C(C)C)=CC(C(C)C)=CC=2C(C)C)CCCCC1.[O:35]1[CH2:40][CH2:39][N:38]([C:41]2[CH:42]=[C:43]([NH2:47])[CH:44]=[N:45][CH:46]=2)[CH2:37][CH2:36]1.Cl[C:49]1[C:58]2[C:53](=[CH:54][C:55]([F:60])=[CH:56][C:57]=2[F:59])[N:52]=[C:51]([C:61]2[CH:66]=[CH:65][C:64]([CH3:67])=[CH:63][N:62]=2)[C:50]=1[CH3:68].CC(C)([O-])C.[Na+], predict the reaction product. The product is: [F:59][C:57]1[CH:56]=[C:55]([F:60])[CH:54]=[C:53]2[C:58]=1[C:49]([NH:47][C:43]1[CH:44]=[N:45][CH:46]=[C:41]([N:38]3[CH2:39][CH2:40][O:35][CH2:36][CH2:37]3)[CH:42]=1)=[C:50]([CH3:68])[C:51]([C:61]1[CH:66]=[CH:65][C:64]([CH3:67])=[CH:63][N:62]=1)=[N:52]2. (3) Given the reactants [CH:1]([C:3]1[CH:4]=[C:5]([N:13]2[CH2:17][CH2:16][CH2:15][CH:14]2[C:18]([O:20]CC)=[O:19])[CH:6]=[C:7]([C:9]([F:12])([F:11])[F:10])[CH:8]=1)=[O:2].[OH-].[Li+].O1CCCC1.Cl, predict the reaction product. The product is: [CH:1]([C:3]1[CH:4]=[C:5]([N:13]2[CH2:17][CH2:16][CH2:15][CH:14]2[C:18]([OH:20])=[O:19])[CH:6]=[C:7]([C:9]([F:11])([F:12])[F:10])[CH:8]=1)=[O:2]. (4) The product is: [S:9]1[C:10]2[CH:16]=[CH:15][CH:14]=[CH:13][C:11]=2[N:12]=[C:8]1[C:7]1[CH:6]=[CH:5][N:4]=[CH:3][C:2]=1[N:24]1[CH2:25][CH2:26][CH:21]([C:19]([N:18]([CH3:27])[CH3:17])=[O:20])[CH2:22][CH2:23]1. Given the reactants F[C:2]1[CH:3]=[N:4][CH:5]=[CH:6][C:7]=1[C:8]1[S:9][C:10]2[CH:16]=[CH:15][CH:14]=[CH:13][C:11]=2[N:12]=1.[CH3:17][N:18]([CH3:27])[C:19]([CH:21]1[CH2:26][CH2:25][NH:24][CH2:23][CH2:22]1)=[O:20].C(=O)([O-])[O-].[K+].[K+].CN1C(=O)CCC1, predict the reaction product.